From a dataset of NCI-60 drug combinations with 297,098 pairs across 59 cell lines. Regression. Given two drug SMILES strings and cell line genomic features, predict the synergy score measuring deviation from expected non-interaction effect. Drug 1: CC1=C(C=C(C=C1)NC2=NC=CC(=N2)N(C)C3=CC4=NN(C(=C4C=C3)C)C)S(=O)(=O)N.Cl. Drug 2: CS(=O)(=O)C1=CC(=C(C=C1)C(=O)NC2=CC(=C(C=C2)Cl)C3=CC=CC=N3)Cl. Cell line: MDA-MB-435. Synergy scores: CSS=-3.86, Synergy_ZIP=8.76, Synergy_Bliss=11.8, Synergy_Loewe=4.45, Synergy_HSA=3.74.